Dataset: Reaction yield outcomes from USPTO patents with 853,638 reactions. Task: Predict the reaction yield, written as a fraction of the theoretical maximum amount of product (1.0 means a 100% yield; for example, 0.34 means a 34% yield). (1) The yield is 0.860. The product is [OH:4][C:5]1([C:8]([NH:10][C:11]2[N:12]=[C:13]3[CH:18]=[CH:17][C:16]([O:19][C:20]4[CH:25]=[CH:24][C:23]([CH3:26])=[C:22]([NH:27][C:28]([C:30]5[N:34]([CH3:35])[N:33]=[C:32]([CH3:36])[CH:31]=5)=[O:29])[CH:21]=4)=[N:15][N:14]3[CH:37]=2)=[O:9])[CH2:6][CH2:7]1. The reactants are C([O:4][C:5]1([C:8]([NH:10][C:11]2[N:12]=[C:13]3[CH:18]=[CH:17][C:16]([O:19][C:20]4[CH:25]=[CH:24][C:23]([CH3:26])=[C:22]([NH:27][C:28]([C:30]5[N:34]([CH3:35])[N:33]=[C:32]([CH3:36])[CH:31]=5)=[O:29])[CH:21]=4)=[N:15][N:14]3[CH:37]=2)=[O:9])[CH2:7][CH2:6]1)(=O)C.[OH-].[Na+].Cl.C(OCC)(=O)C. The catalyst is O1CCCC1. (2) The reactants are [OH:1][C@H:2]1[CH2:6][N:5]([C:7]([O:9][C:10]([CH3:13])([CH3:12])[CH3:11])=[O:8])[C@H:4]([C:14](=[O:33])[NH:15][CH2:16][C:17]2[CH:22]=[C:21]([C:23]3[CH:24]=[N:25][C:26]([C:29]([F:32])([F:31])[F:30])=[CH:27][CH:28]=3)[N:20]=[CH:19][N:18]=2)[CH2:3]1.CC(OI1(OC(C)=O)(OC(C)=O)OC(=O)C2C=CC=CC1=2)=O. The catalyst is ClCCl. The product is [O:1]=[C:2]1[CH2:6][N:5]([C:7]([O:9][C:10]([CH3:13])([CH3:11])[CH3:12])=[O:8])[C@H:4]([C:14](=[O:33])[NH:15][CH2:16][C:17]2[CH:22]=[C:21]([C:23]3[CH:24]=[N:25][C:26]([C:29]([F:32])([F:31])[F:30])=[CH:27][CH:28]=3)[N:20]=[CH:19][N:18]=2)[CH2:3]1. The yield is 0.780. (3) The product is [CH3:26][NH:27][C:2]1[S:3][C:4]([CH2:7][N:8]2[CH2:12][CH:11]([C:13]3[CH:18]=[C:17]([F:19])[CH:16]=[C:15]([F:20])[C:14]=3[F:21])[CH2:10][C:9]2=[O:22])=[CH:5][N:6]=1. The reactants are Cl[C:2]1[S:3][C:4]([CH2:7][N:8]2[CH2:12][CH:11]([C:13]3[CH:18]=[C:17]([F:19])[CH:16]=[C:15]([F:20])[C:14]=3[F:21])[CH2:10][C:9]2=[O:22])=[CH:5][N:6]=1.C[O-].[Na+].[CH3:26][NH2:27]. The yield is 0.570. The catalyst is CO.